Dataset: Reaction yield outcomes from USPTO patents with 853,638 reactions. Task: Predict the reaction yield, written as a fraction of the theoretical maximum amount of product (1.0 means a 100% yield; for example, 0.34 means a 34% yield). (1) The reactants are [CH:1]([N:4](CC)C(C)C)(C)C.CN(C(ON1N=NC2C=CC=NC1=2)=[N+](C)C)C.F[P-](F)(F)(F)(F)F.[CH3:34][C:35]([O:38][C:39]([NH:41][C@H:42]([C:54]([OH:56])=O)[CH2:43][C:44]([O:46][CH2:47][C:48]1[CH:53]=[CH:52][CH:51]=[CH:50][CH:49]=1)=[O:45])=[O:40])([CH3:37])[CH3:36].Cl.CN. The catalyst is CC(N(C)C)=O.C(Cl)Cl. The product is [CH3:34][C:35]([O:38][C:39]([NH:41][C@H:42]([C:54](=[O:56])[NH:4][CH3:1])[CH2:43][C:44]([O:46][CH2:47][C:48]1[CH:53]=[CH:52][CH:51]=[CH:50][CH:49]=1)=[O:45])=[O:40])([CH3:37])[CH3:36]. The yield is 0.780. (2) The reactants are C([O:4][C@H:5]1[C@H:10]([O:11]C(=O)C)[C@@H:9]([O:15]C(=O)C)[C@H:8]([C:19]2[CH:24]=[CH:23][C:22]([C:25]#[N:26])=[C:21]([CH2:27][C:28]3[CH:33]=[CH:32][C:31]([O:34][CH2:35][CH:36]=[N:37][O:38][CH3:39])=[CH:30][CH:29]=3)[CH:20]=2)[O:7][C@@H:6]1[CH2:40][O:41]C(=O)C)(=O)C.CO.O.O.[OH-].[Li+]. The catalyst is C1COCC1. The product is [CH3:39][O:38][N:37]=[CH:36][CH2:35][O:34][C:31]1[CH:30]=[CH:29][C:28]([CH2:27][C:21]2[CH:20]=[C:19]([C@H:8]3[C@H:9]([OH:15])[C@@H:10]([OH:11])[C@H:5]([OH:4])[C@@H:6]([CH2:40][OH:41])[O:7]3)[CH:24]=[CH:23][C:22]=2[C:25]#[N:26])=[CH:33][CH:32]=1. The yield is 0.930. (3) The catalyst is O1CCCC1. The reactants are [Cl:1][C:2]1[CH:3]=[CH:4][C:5]([F:15])=[C:6]([C:8]2[O:12][N:11]=[C:10]([CH:13]=[O:14])[CH:9]=2)[CH:7]=1.[CH3:16][Mg]I. The product is [Cl:1][C:2]1[CH:3]=[CH:4][C:5]([F:15])=[C:6]([C:8]2[O:12][N:11]=[C:10]([CH:13]([OH:14])[CH3:16])[CH:9]=2)[CH:7]=1. The yield is 0.310. (4) The reactants are [NH2:1][C:2]1[CH:7]=[C:6]([O:8][CH3:9])[C:5]([O:10][CH2:11][C:12]2[CH:17]=[CH:16][CH:15]=[CH:14][CH:13]=2)=[CH:4][C:3]=1[C:18]1[CH:19]=[C:20]2[C:25](=[CH:26][CH:27]=1)[CH:24]=[C:23]([O:28][CH3:29])[C:22]([O:30][CH3:31])=[CH:21]2.Cl.[N:33]([O-])=O.[Na+].O. The catalyst is C(O)(=O)C. The product is [CH2:11]([O:10][C:5]1[C:6]([O:8][CH3:9])=[CH:7][C:2]2[N:1]=[N:33][C:19]3[C:18]([C:3]=2[CH:4]=1)=[CH:27][CH:26]=[C:25]1[CH:24]=[C:23]([O:28][CH3:29])[C:22]([O:30][CH3:31])=[CH:21][C:20]=31)[C:12]1[CH:13]=[CH:14][CH:15]=[CH:16][CH:17]=1. The yield is 0.670. (5) The reactants are [F:1][CH:2]1[CH2:7][C:6]([N+:14]([O-])=O)([C:8]2[CH:13]=[CH:12][CH:11]=[CH:10][CH:9]=2)[CH2:5][N:4]([CH3:17])[C:3]1=[O:18]. The catalyst is C1COCC1.[Ni]. The product is [NH2:14][C:6]1([C:8]2[CH:13]=[CH:12][CH:11]=[CH:10][CH:9]=2)[CH2:5][N:4]([CH3:17])[C:3](=[O:18])[CH:2]([F:1])[CH2:7]1. The yield is 0.990. (6) The reactants are C[O:2][C:3]([C:5]1[N:6]([CH2:31][CH:32]=O)[CH:7]=[C:8]([C:20](=[O:30])[NH:21][CH2:22][C:23]2[CH:28]=[CH:27][C:26]([F:29])=[CH:25][CH:24]=2)[C:9](=[O:19])[C:10]=1[O:11][CH2:12][C:13]1[CH:18]=[CH:17][CH:16]=[CH:15][CH:14]=1)=O.[NH2:34][C@@H:35]([CH3:42])[CH2:36][CH2:37][NH:38][CH:39]([CH3:41])[CH3:40].C(O)(=O)C. The catalyst is ClCCl. The product is [F:29][C:26]1[CH:25]=[CH:24][C:23]([CH2:22][NH:21][C:20]([C:8]2[C:9](=[O:19])[C:10]([O:11][CH2:12][C:13]3[CH:18]=[CH:17][CH:16]=[CH:15][CH:14]=3)=[C:5]3[C:3](=[O:2])[N:34]4[C@@H:35]([CH3:42])[CH2:36][CH2:37][N:38]([CH:39]([CH3:41])[CH3:40])[C@@H:32]4[CH2:31][N:6]3[CH:7]=2)=[O:30])=[CH:28][CH:27]=1. The yield is 0.560.